From a dataset of Forward reaction prediction with 1.9M reactions from USPTO patents (1976-2016). Predict the product of the given reaction. (1) Given the reactants [OH-].[Li+].[Br:3][C:4]1[CH:5]=[CH:6][C:7]([O:21][CH2:22][C:23]2[CH:28]=[CH:27][CH:26]=[C:25]([Cl:29])[CH:24]=2)=[C:8]([CH:20]=1)[C:9]([O:11]CC1C=CC=C(Cl)C=1)=[O:10], predict the reaction product. The product is: [Br:3][C:4]1[CH:5]=[CH:6][C:7]([O:21][CH2:22][C:23]2[CH:28]=[CH:27][CH:26]=[C:25]([Cl:29])[CH:24]=2)=[C:8]([CH:20]=1)[C:9]([OH:11])=[O:10]. (2) The product is: [CH:30]1([N:36]([C@H:37]2[CH2:42][CH2:41][C@H:40]([CH2:43][O:44][CH2:45][CH3:46])[CH2:39][CH2:38]2)[C:17](=[O:18])[NH:60][C:58]2[S:59][C:55]([S:54][C:51]([CH3:53])([CH3:52])[C:50]([OH:49])=[O:61])=[CH:56][N:57]=2)[CH2:31][CH2:32][CH2:33][CH2:34][CH2:35]1. Given the reactants C1(N([C@H]2CC[C@H](COC)CC2)C(=O)NC2SC(SC[C:17](O)=[O:18])=CN=2)CCCCC1.[CH:30]1([NH:36][C@H:37]2[CH2:42][CH2:41][C@H:40]([CH2:43][O:44][CH2:45][CH3:46])[CH2:39][CH2:38]2)[CH2:35][CH2:34][CH2:33][CH2:32][CH2:31]1.C([O:49][C:50](=[O:61])[C:51]([S:54][C:55]1[S:59][C:58]([NH2:60])=[N:57][CH:56]=1)([CH3:53])[CH3:52])C, predict the reaction product. (3) The product is: [Cl:18][C:12]1[CH:11]=[C:10]([O:9][C:1](=[O:8])[C:2]2[CH:3]=[CH:4][CH:5]=[CH:6][CH:7]=2)[CH:15]=[C:14]([CH3:16])[C:13]=1[O:17][CH2:19][O:20][CH3:21]. Given the reactants [C:1]([O:9][C:10]1[CH:15]=[C:14]([CH3:16])[C:13]([OH:17])=[C:12]([Cl:18])[CH:11]=1)(=[O:8])[C:2]1[CH:7]=[CH:6][CH:5]=[CH:4][CH:3]=1.[CH3:19][O:20][CH2:21]Cl.C(N(C(C)C)C(C)C)C, predict the reaction product. (4) Given the reactants [BH4-].[Na+].[F:3][C:4]1[CH:9]=[CH:8][C:7]([C:10](=[O:30])[CH:11]([CH2:17][C:18]2[CH:23]=[CH:22][CH:21]=[C:20]([O:24][CH2:25][C:26]([F:29])([F:28])[F:27])[CH:19]=2)[C:12]([O:14][CH2:15][CH3:16])=[O:13])=[CH:6][CH:5]=1.Cl, predict the reaction product. The product is: [F:3][C:4]1[CH:9]=[CH:8][C:7]([CH:10]([OH:30])[CH:11]([CH2:17][C:18]2[CH:23]=[CH:22][CH:21]=[C:20]([O:24][CH2:25][C:26]([F:28])([F:29])[F:27])[CH:19]=2)[C:12]([O:14][CH2:15][CH3:16])=[O:13])=[CH:6][CH:5]=1. (5) Given the reactants N(C(C)C)C(C)C.[Li]CCCC.[Br:13][C:14]1[CH:19]=[CH:18][C:17]([O:20][CH3:21])=[CH:16][C:15]=1[F:22].[I:23]I, predict the reaction product. The product is: [Br:13][C:14]1[CH:19]=[CH:18][C:17]([O:20][CH3:21])=[C:16]([I:23])[C:15]=1[F:22].